From a dataset of Reaction yield outcomes from USPTO patents with 853,638 reactions. Predict the reaction yield, written as a fraction of the theoretical maximum amount of product (1.0 means a 100% yield; for example, 0.34 means a 34% yield). (1) The reactants are [CH3:1][C:2]1([C:5]2[CH:6]=[C:7]([NH2:17])[N:8]([C:10]3[CH:15]=[CH:14][C:13]([CH3:16])=[CH:12][CH:11]=3)[N:9]=2)[CH2:4][CH2:3]1.N1C=CC=CC=1.Cl[C:25]([O:27][CH2:28][C:29]([Cl:32])([Cl:31])[Cl:30])=[O:26].ClC([O-])=O. The catalyst is C1COCC1.O. The product is [Cl:30][C:29]([Cl:32])([Cl:31])[CH2:28][O:27][C:25](=[O:26])[NH:17][C:7]1[N:8]([C:10]2[CH:11]=[CH:12][C:13]([CH3:16])=[CH:14][CH:15]=2)[N:9]=[C:5]([C:2]2([CH3:1])[CH2:3][CH2:4]2)[CH:6]=1. The yield is 0.810. (2) The reactants are [NH2:1][C:2]1[C:3](=[O:17])[NH:4][C:5](=[S:16])[N:6]([CH2:9][CH:10]2[CH2:15][CH2:14][CH2:13][CH2:12][CH2:11]2)[C:7]=1[NH2:8].[CH:18](OCC)(OCC)OCC. The catalyst is CCCCCCC. The product is [CH:10]1([CH2:9][N:6]2[C:7]3[N:8]=[CH:18][NH:1][C:2]=3[C:3](=[O:17])[NH:4][C:5]2=[S:16])[CH2:15][CH2:14][CH2:13][CH2:12][CH2:11]1. The yield is 0.630. (3) The reactants are [CH3:1][N:2]1[CH:10]=[C:9]2[C:4]([CH:5]=[CH:6][CH:7]=[C:8]2[C@@H:11]2[CH2:13][C@H:12]2[CH2:14][NH2:15])=[N:3]1.C(N(CC)CC)C.[C:23](OC(=O)C)(=[O:25])[CH3:24]. The catalyst is O1CCCC1.C(=O)([O-])O.[Na+]. The product is [CH3:1][N:2]1[CH:10]=[C:9]2[C:4]([CH:5]=[CH:6][CH:7]=[C:8]2[C@@H:11]2[CH2:13][C@H:12]2[CH2:14][NH:15][C:23](=[O:25])[CH3:24])=[N:3]1. The yield is 0.520. (4) The reactants are [N-:1]=[N+:2]=[N-:3].[Na+].[CH3:5][O:6][C:7]1[CH:12]=[CH:11][CH:10]=[CH:9][C:8]=1[N:13]=[C:14](Cl)[C:15]([Cl:28])([Cl:27])[C:16]([NH:18][C:19]1[CH:24]=[CH:23][CH:22]=[CH:21][C:20]=1[O:25][CH3:26])=[O:17].[Cl-].[Na+]. The catalyst is CC(C)=O. The product is [CH3:26][O:25][C:20]1[CH:21]=[CH:22][CH:23]=[CH:24][C:19]=1[NH:18][C:16](=[O:17])[C:15]([Cl:28])([Cl:27])[C:14]1[N:13]([C:8]2[CH:9]=[CH:10][CH:11]=[CH:12][C:7]=2[O:6][CH3:5])[N:3]=[N:2][N:1]=1. The yield is 0.250. (5) The reactants are [Cl-].O[NH3+:3].[C:4](=[O:7])([O-])[OH:5].[Na+].CS(C)=O.[CH3:13][C:14]1[N:15]([CH2:39][C:40]2[S:41][CH:42]=[CH:43][CH:44]=2)[C:16](=[O:38])[C:17]([CH2:23][C:24]2[CH:29]=[CH:28][C:27]([C:30]3[C:31]([C:36]#[N:37])=[CH:32][CH:33]=[CH:34][CH:35]=3)=[CH:26][CH:25]=2)=[C:18]([CH2:20][CH2:21][CH3:22])[N:19]=1. The catalyst is C(OCC)(=O)C. The product is [CH3:13][C:14]1[N:15]([CH2:39][C:40]2[S:41][CH:42]=[CH:43][CH:44]=2)[C:16](=[O:38])[C:17]([CH2:23][C:24]2[CH:25]=[CH:26][C:27]([C:30]3[CH:35]=[CH:34][CH:33]=[CH:32][C:31]=3[C:36]3[NH:3][C:4](=[O:7])[O:5][N:37]=3)=[CH:28][CH:29]=2)=[C:18]([CH2:20][CH2:21][CH3:22])[N:19]=1. The yield is 0.460. (6) The reactants are [OH:1][C:2]1[NH:7][C:6](=[O:8])[N:5]([CH2:9][C:10]2[CH:15]=[CH:14][CH:13]=[CH:12][CH:11]=2)[C:4](=[O:16])[C:3]=1[C:17]([NH:19][CH2:20][C:21]([O:23][CH2:24][CH3:25])=[O:22])=[O:18].[C:26]([C:28]1[CH:29]=[C:30]([CH:33]=[CH:34][CH:35]=1)[CH2:31]Br)#[N:27].C(=O)([O-])[O-].[Na+].[Na+].Cl. The catalyst is CN(C)C=O. The product is [C:26]([C:28]1[CH:29]=[C:30]([CH2:31][N:7]2[C:2]([OH:1])=[C:3]([C:17]([NH:19][CH2:20][C:21]([O:23][CH2:24][CH3:25])=[O:22])=[O:18])[C:4](=[O:16])[N:5]([CH2:9][C:10]3[CH:11]=[CH:12][CH:13]=[CH:14][CH:15]=3)[C:6]2=[O:8])[CH:33]=[CH:34][CH:35]=1)#[N:27]. The yield is 0.650. (7) The reactants are [Cl:1][C:2]1[CH:3]=[C:4]2[C:9](=[CH:10][C:11]=1[O:12][C:13]1[CH:18]=[CH:17][C:16]([C:19](=[O:35])[NH:20][C:21]3[N:26]=[C:25]([C:27]4[CH:28]=[N:29][C:30]([O:33][CH3:34])=[CH:31][CH:32]=4)[CH:24]=[CH:23][CH:22]=3)=[CH:15][CH:14]=1)[O:8][CH2:7][CH2:6][CH:5]2[C:36]([OH:38])=[O:37].C[O-].[Na+:41].CO. The catalyst is C1COCC1.CO. The product is [Cl:1][C:2]1[CH:3]=[C:4]2[C:9](=[CH:10][C:11]=1[O:12][C:13]1[CH:18]=[CH:17][C:16]([C:19](=[O:35])[NH:20][C:21]3[N:26]=[C:25]([C:27]4[CH:28]=[N:29][C:30]([O:33][CH3:34])=[CH:31][CH:32]=4)[CH:24]=[CH:23][CH:22]=3)=[CH:15][CH:14]=1)[O:8][CH2:7][CH2:6][CH:5]2[C:36]([O-:38])=[O:37].[Na+:41]. The yield is 0.960.